From a dataset of Catalyst prediction with 721,799 reactions and 888 catalyst types from USPTO. Predict which catalyst facilitates the given reaction. (1) Reactant: [F:1][C:2]([F:26])([F:25])[O:3][C:4]1[CH:9]=[CH:8][C:7]([N:10]2[CH:14]=[N:13][C:12]([C:15]3[CH:24]=[CH:23][C:18]([C:19]([O:21]C)=[O:20])=[CH:17][CH:16]=3)=[N:11]2)=[CH:6][CH:5]=1.[Li+].[OH-]. Product: [F:26][C:2]([F:1])([F:25])[O:3][C:4]1[CH:5]=[CH:6][C:7]([N:10]2[CH:14]=[N:13][C:12]([C:15]3[CH:24]=[CH:23][C:18]([C:19]([OH:21])=[O:20])=[CH:17][CH:16]=3)=[N:11]2)=[CH:8][CH:9]=1. The catalyst class is: 569. (2) Reactant: [CH3:1][N:2]1[C:6]2=[N:7][CH:8]=[CH:9][CH:10]=[C:5]2[N:4]=[C:3]1S(C)(=O)=O.[Cl:15][C:16]1[CH:17]=[C:18]2[N:24]([CH2:25][CH3:26])[C:23](=[O:27])[N:22]([C:28]3[CH:33]=[CH:32][C:31]([OH:34])=[CH:30][CH:29]=3)[C:19]2=[N:20][CH:21]=1.[H-].[Na+]. The catalyst class is: 121. Product: [Cl:15][C:16]1[CH:17]=[C:18]2[N:24]([CH2:25][CH3:26])[C:23](=[O:27])[N:22]([C:28]3[CH:33]=[CH:32][C:31]([O:34][C:3]4[N:2]([CH3:1])[C:6]5=[N:7][CH:8]=[CH:9][CH:10]=[C:5]5[N:4]=4)=[CH:30][CH:29]=3)[C:19]2=[N:20][CH:21]=1. (3) Reactant: C([O:5][C:6]([NH:8][CH2:9][CH2:10][NH:11][C:12]1[CH:17]=[CH:16][C:15]([N+:18]([O-:20])=[O:19])=[CH:14][CH:13]=1)=O)(C)(C)C.[F:21][C:22]([F:33])([F:32])C(OC(=O)[C:22]([F:33])([F:32])[F:21])=O. Product: [F:21][C:22]([F:33])([F:32])[C:6]([NH:8][CH2:9][CH2:10][NH:11][C:12]1[CH:17]=[CH:16][C:15]([N+:18]([O-:20])=[O:19])=[CH:14][CH:13]=1)=[O:5]. The catalyst class is: 55. (4) Reactant: [N+:1]([C:4]1[C:5]([NH2:13])=[CH:6][C:7]2[O:11][CH2:10][O:9][C:8]=2[CH:12]=1)([O-])=[O:2].[N:14]#[C:15][NH2:16].[CH]Cl.[OH-].[Na+]. Product: [N+:1]1([O-:2])[C:4]2[CH:12]=[C:8]3[O:9][CH2:10][O:11][C:7]3=[CH:6][C:5]=2[N:13]=[C:15]([NH2:16])[N:14]=1. The catalyst class is: 6. (5) Reactant: [CH3:1][C:2]1[CH:7]=[CH:6][C:5]([S:8]([O:11][CH2:12][CH:13]2[CH2:17][C:16]3[CH:18]=[CH:19][CH:20]=[C:21](Br)[C:15]=3[O:14]2)(=[O:10])=[O:9])=[CH:4][CH:3]=1.[CH3:23][C:24]1[C:29]([CH3:30])=[CH:28][CH:27]=[CH:26][C:25]=1B(O)O.C(=O)([O-])[O-].[K+].[K+]. Product: [CH3:1][C:2]1[CH:7]=[CH:6][C:5]([S:8]([O:11][CH2:12][CH:13]2[CH2:17][C:16]3[CH:18]=[CH:19][CH:20]=[C:21]([C:25]4[CH:26]=[CH:27][CH:28]=[C:29]([CH3:30])[C:24]=4[CH3:23])[C:15]=3[O:14]2)(=[O:10])=[O:9])=[CH:4][CH:3]=1. The catalyst class is: 608. (6) Reactant: [H-].C([Al+]CC(C)C)C(C)C.[F:11][C:12]1[CH:17]=[CH:16][C:15]([C:18]2[S:22][N:21]=[N:20][C:19]=2[C:23](OC)=[O:24])=[CH:14][CH:13]=1.Cl. Product: [F:11][C:12]1[CH:13]=[CH:14][C:15]([C:18]2[S:22][N:21]=[N:20][C:19]=2[CH2:23][OH:24])=[CH:16][CH:17]=1. The catalyst class is: 7. (7) Reactant: [C:1]([C:3]1[CH:7]=[C:6]([S:8]([N:11]2[C:17]3[CH:18]=[CH:19][CH:20]=[CH:21][C:16]=3[CH2:15][CH2:14][CH2:13][CH2:12]2)(=[O:10])=[O:9])[S:5][C:4]=1[N:22]=CN(C)C)#[N:2].Cl.O.C(=O)([O-])O.[Na+]. Product: [NH2:22][C:4]1[S:5][C:6]([S:8]([N:11]2[C:17]3[CH:18]=[CH:19][CH:20]=[CH:21][C:16]=3[CH2:15][CH2:14][CH2:13][CH2:12]2)(=[O:10])=[O:9])=[CH:7][C:3]=1[C:1]#[N:2]. The catalyst class is: 5.